Dataset: Catalyst prediction with 721,799 reactions and 888 catalyst types from USPTO. Task: Predict which catalyst facilitates the given reaction. Reactant: C([NH:5][S:6]([C:9]1[CH:14]=[CH:13][CH:12]=[CH:11][C:10]=1[C:15]1[CH:20]=[CH:19][C:18]([NH:21][C:22]([CH2:24][C:25]2[N:26]=[C:27]([NH:30][C:31](=[O:39])[C:32]3[CH:37]=[CH:36][C:35]([Cl:38])=[CH:34][CH:33]=3)[S:28][CH:29]=2)=[O:23])=[C:17]([F:40])[CH:16]=1)(=[O:8])=[O:7])(C)(C)C.Cl. Product: [Cl:38][C:35]1[CH:34]=[CH:33][C:32]([C:31]([NH:30][C:27]2[S:28][CH:29]=[C:25]([CH2:24][C:22](=[O:23])[NH:21][C:18]3[CH:19]=[CH:20][C:15]([C:10]4[CH:11]=[CH:12][CH:13]=[CH:14][C:9]=4[S:6](=[O:7])(=[O:8])[NH2:5])=[CH:16][C:17]=3[F:40])[N:26]=2)=[O:39])=[CH:37][CH:36]=1. The catalyst class is: 147.